From a dataset of Full USPTO retrosynthesis dataset with 1.9M reactions from patents (1976-2016). Predict the reactants needed to synthesize the given product. (1) The reactants are: [CH2:1]([NH:4][C:5](=[O:11])[O:6][C:7]([CH3:10])([CH3:9])[CH3:8])[C:2]#[CH:3].[H-].[Na+].[H][H].Br[CH2:17][CH2:18][CH2:19][O:20][CH:21]1[CH2:26][CH2:25][CH2:24][CH2:23][O:22]1. Given the product [CH2:1]([N:4]([CH2:17][CH2:18][CH2:19][O:20][CH:21]1[CH2:26][CH2:25][CH2:24][CH2:23][O:22]1)[C:5](=[O:11])[O:6][C:7]([CH3:8])([CH3:10])[CH3:9])[C:2]#[CH:3], predict the reactants needed to synthesize it. (2) Given the product [NH2:12][CH2:13][C@@H:9]([C:4]1[CH:5]=[CH:6][C:7]([Cl:8])=[C:2]([Br:1])[CH:3]=1)[CH2:10][C:11]([OH:14])=[O:16], predict the reactants needed to synthesize it. The reactants are: [Br:1][C:2]1[CH:3]=[C:4]([C@@H:9]2[CH2:13][NH:12][C:11](=[O:14])[CH2:10]2)[CH:5]=[CH:6][C:7]=1[Cl:8].Cl.[OH-:16].[Na+].